This data is from Full USPTO retrosynthesis dataset with 1.9M reactions from patents (1976-2016). The task is: Predict the reactants needed to synthesize the given product. (1) Given the product [CH3:14][C:8]1[CH:9]=[CH:10][CH:11]=[C:12]2[C:7]=1[C:6](=[O:15])[N:5]([C:16]1[CH:21]=[CH:20][CH:19]=[CH:18][CH:17]=1)[C:4]([C@@H:2]([NH:1][C:23]1[C:24]3[C:31]([C:32]#[N:33])=[CH:30][NH:29][C:25]=3[N:26]=[CH:27][N:28]=1)[CH3:3])=[CH:13]2, predict the reactants needed to synthesize it. The reactants are: [NH2:1][C@H:2]([C:4]1[N:5]([C:16]2[CH:21]=[CH:20][CH:19]=[CH:18][CH:17]=2)[C:6](=[O:15])[C:7]2[C:12]([CH:13]=1)=[CH:11][CH:10]=[CH:9][C:8]=2[CH3:14])[CH3:3].Cl[C:23]1[C:24]2[C:31]([C:32]#[N:33])=[CH:30][NH:29][C:25]=2[N:26]=[CH:27][N:28]=1.CCN(CC)CC. (2) Given the product [Cl:1][C:2]1[CH:3]=[C:4]([C:5]2[O:7][N:56]=[C:38]([C:39]3[C:40]([CH2:53][CH2:54][CH3:55])=[C:41]([CH2:45][CH2:46][CH2:47][C:48]([O:50][CH2:51][CH3:52])=[O:49])[CH:42]=[CH:43][CH:44]=3)[N:37]=2)[CH:8]=[CH:9][C:10]=1[O:11][CH:12]([CH3:14])[CH3:13], predict the reactants needed to synthesize it. The reactants are: [Cl:1][C:2]1[CH:3]=[C:4]([CH:8]=[CH:9][C:10]=1[O:11][CH:12]([CH3:14])[CH3:13])[C:5]([OH:7])=O.CCN=C=NCCCN(C)C.C1C=CC2N(O)N=NC=2C=1.O[NH:37]/[C:38](=[N:56]\[H])/[C:39]1[C:40]([CH2:53][CH2:54][CH3:55])=[C:41]([CH2:45][CH2:46][CH2:47][C:48]([O:50][CH2:51][CH3:52])=[O:49])[CH:42]=[CH:43][CH:44]=1.CCCC[N+](CCCC)(CCCC)CCCC.[F-]. (3) Given the product [C:4]([C:3]1[CH:7]=[CH:8][C:9]([N+:11]([O-:13])=[O:12])=[CH:10][C:2]=1[CH:19]([C:18]([O:25][CH3:26])=[O:24])[C:20]([O:22][CH3:23])=[O:21])([OH:6])=[O:5], predict the reactants needed to synthesize it. The reactants are: Cl[C:2]1[CH:10]=[C:9]([N+:11]([O-:13])=[O:12])[CH:8]=[CH:7][C:3]=1[C:4]([OH:6])=[O:5].C[O-].[Na+].O.[C:18]([O:25][CH3:26])(=[O:24])[CH2:19][C:20]([O:22][CH3:23])=[O:21]. (4) Given the product [CH3:14][S:15]([O:6][C@@H:3]1[CH2:4][CH2:5][O:1][CH2:2]1)(=[O:17])=[O:16], predict the reactants needed to synthesize it. The reactants are: [O:1]1[CH2:5][CH2:4][C@@H:3]([OH:6])[CH2:2]1.C(N(CC)CC)C.[CH3:14][S:15](Cl)(=[O:17])=[O:16]. (5) Given the product [Cl:18][C:7]1[N:8]=[C:9]([N:12]2[CH2:17][CH2:16][O:15][CH2:14][CH2:13]2)[C:10]2[S:11][C:3]([CH2:2][N:28]3[CH2:27][CH2:26][N:25]([C:22]([CH3:24])([CH3:23])[C:21]([N:20]([CH3:32])[CH3:19])=[O:31])[CH2:30][CH2:29]3)=[CH:4][C:5]=2[N:6]=1, predict the reactants needed to synthesize it. The reactants are: Br[CH2:2][C:3]1[S:11][C:10]2[C:9]([N:12]3[CH2:17][CH2:16][O:15][CH2:14][CH2:13]3)=[N:8][C:7]([Cl:18])=[N:6][C:5]=2[CH:4]=1.[CH3:19][N:20]([CH3:32])[C:21](=[O:31])[C:22]([N:25]1[CH2:30][CH2:29][NH:28][CH2:27][CH2:26]1)([CH3:24])[CH3:23].C(=O)([O-])[O-].[Cs+].[Cs+].O. (6) Given the product [NH2:1][C:2]1[CH:3]=[C:4]([CH:9]=[CH:10][C:11]=1[C:19]1[CH:18]=[CH:17][N:16]=[CH:15][C:14]=1[F:13])[C:5]([O:7][CH3:8])=[O:6], predict the reactants needed to synthesize it. The reactants are: [NH2:1][C:2]1[CH:3]=[C:4]([CH:9]=[CH:10][C:11]=1Br)[C:5]([O:7][CH3:8])=[O:6].[F:13][C:14]1[CH:15]=[N:16][CH:17]=[CH:18][C:19]=1B(O)O.O1CCOCC1.C(=O)([O-])[O-].[K+].[K+].